Dataset: Full USPTO retrosynthesis dataset with 1.9M reactions from patents (1976-2016). Task: Predict the reactants needed to synthesize the given product. Given the product [CH3:1][O:2][C:3]1[CH:19]=[CH:18][C:6]([CH2:7][N:8]2[C:12]3[N:13]=[CH:14][CH:15]=[C:16]([NH:28][CH2:27][CH2:26][N:23]4[CH2:24][CH2:25][O:20][CH2:21][CH2:22]4)[C:11]=3[CH:10]=[N:9]2)=[CH:5][CH:4]=1, predict the reactants needed to synthesize it. The reactants are: [CH3:1][O:2][C:3]1[CH:19]=[CH:18][C:6]([CH2:7][N:8]2[C:12]3=[N:13][CH:14]=[CH:15][C:16](Cl)=[C:11]3[CH:10]=[N:9]2)=[CH:5][CH:4]=1.[O:20]1[CH2:25][CH2:24][N:23]([CH2:26][CH2:27][NH2:28])[CH2:22][CH2:21]1.